Predict the product of the given reaction. From a dataset of Forward reaction prediction with 1.9M reactions from USPTO patents (1976-2016). (1) Given the reactants [CH:1]([C@H:4]1[C@@H:8]2[C@@H:9]3[C@@:22]([CH3:25])([CH2:23][CH2:24][C@@:7]2([C:45](=[O:58])[NH:46][CH2:47][CH2:48][C:49](=[O:57])[O:50]CC[Si](C)(C)C)[CH2:6][CH2:5]1)[C@@:21]1([CH3:26])[C@@H:12]([C@:13]2([CH3:44])[C@@H:18]([CH2:19][CH2:20]1)[C:17]([CH3:28])([CH3:27])[CH:16]([C:29]1[CH:43]=[CH:42][C:32]([C:33]([O:35]CC[Si](C)(C)C)=[O:34])=[CH:31][CH:30]=1)[CH2:15][CH2:14]2)[CH2:11][CH2:10]3)([CH3:3])[CH3:2].CCCC[N+](CCCC)(CCCC)CCCC.[F-], predict the reaction product. The product is: [C:49]([CH2:48][CH2:47][NH:46][C:45]([C@:7]12[CH2:6][CH2:5][C@@H:4]([CH:1]([CH3:3])[CH3:2])[C@@H:8]1[C@@H:9]1[C@@:22]([CH3:25])([CH2:23][CH2:24]2)[C@@:21]2([CH3:26])[C@@H:12]([C@:13]3([CH3:44])[C@@H:18]([CH2:19][CH2:20]2)[C:17]([CH3:28])([CH3:27])[CH:16]([C:29]2[CH:43]=[CH:42][C:32]([C:33]([OH:35])=[O:34])=[CH:31][CH:30]=2)[CH2:15][CH2:14]3)[CH2:11][CH2:10]1)=[O:58])([OH:57])=[O:50]. (2) Given the reactants [Cl:1][C:2]1[N:7]=[C:6]([C:8]([OH:10])=O)[CH:5]=[C:4]([N:11]2[CH2:16][CH2:15][CH:14]([NH:17][C:18]([C:20]3[NH:21][C:22]([CH3:27])=[C:23]([Cl:26])[C:24]=3[Cl:25])=[O:19])[CH2:13][CH2:12]2)[N:3]=1.Cl.[O:29]([NH2:31])[CH3:30], predict the reaction product. The product is: [Cl:1][C:2]1[N:7]=[C:6]([C:8]([NH:31][O:29][CH3:30])=[O:10])[CH:5]=[C:4]([N:11]2[CH2:12][CH2:13][CH:14]([NH:17][C:18]([C:20]3[NH:21][C:22]([CH3:27])=[C:23]([Cl:26])[C:24]=3[Cl:25])=[O:19])[CH2:15][CH2:16]2)[N:3]=1.